Dataset: Reaction yield outcomes from USPTO patents with 853,638 reactions. Task: Predict the reaction yield, written as a fraction of the theoretical maximum amount of product (1.0 means a 100% yield; for example, 0.34 means a 34% yield). (1) The reactants are C[Si](C)(C)[N-][Si](C)(C)C.[K+].[C:11]1([CH3:17])[CH:16]=[CH:15][CH:14]=[CH:13][CH:12]=1.C([C@H]1[N:30]2[C@@H]([S:25][CH2:26][CH2:27][C@H:28]([NH:32][C:33](=[O:39])[O:34][C:35]([CH3:38])([CH3:37])[CH3:36])[C:29]2=[O:31])CCC1)=O. The catalyst is [I-].C[P+](OC1C=CC=CC=1)(OC1C=CC=CC=1)OC1C=CC=CC=1.C1COCC1.[NH4+].[Cl-]. The product is [O:31]=[C:29]1[C@@H:28]([NH:32][C:33](=[O:39])[O:34][C:35]([CH3:37])([CH3:36])[CH3:38])[CH2:27][CH2:26][S:25][C@H:17]2[CH2:11][CH2:16][CH2:15][C@@H:14]([CH:13]=[CH2:12])[N:30]12. The yield is 0.910. (2) The reactants are [C:1]([NH:5][C:6]1[CH:11]=[C:10]([C:12]([CH3:15])([CH3:14])[CH3:13])[N:9]=[C:8](Cl)[N:7]=1)([CH3:4])([CH3:3])[CH3:2].[CH3:17][O:18][C:19]([C:21]1([C:25]2[CH:30]=[CH:29][C:28]([NH2:31])=[CH:27][CH:26]=2)[CH2:24][CH2:23][CH2:22]1)=[O:20]. The catalyst is C(O)CCC.ClCCl. The product is [CH3:17][O:18][C:19]([C:21]1([C:25]2[CH:26]=[CH:27][C:28]([NH:31][C:8]3[N:9]=[C:10]([C:12]([CH3:15])([CH3:14])[CH3:13])[CH:11]=[C:6]([NH:5][C:1]([CH3:4])([CH3:3])[CH3:2])[N:7]=3)=[CH:29][CH:30]=2)[CH2:22][CH2:23][CH2:24]1)=[O:20]. The yield is 0.190. (3) The reactants are [Cl:1][C:2]1[C:3]([O:15][C:16]2[CH:21]=[C:20]([F:22])[C:19]([C:23]([F:26])([F:25])[F:24])=[CH:18][C:17]=2[C:27]2[CH:32]=[CH:31][N:30]=[N:29][CH:28]=2)=[CH:4][C:5]([O:10][N:11]=C(C)C)=[C:6]([CH:9]=1)[C:7]#[N:8].Cl.C(=O)([O-])[O-].[Na+].[Na+].[OH-].[Na+]. The catalyst is O.CCO. The product is [Cl:1][C:2]1[C:3]([O:15][C:16]2[CH:21]=[C:20]([F:22])[C:19]([C:23]([F:25])([F:26])[F:24])=[CH:18][C:17]=2[C:27]2[CH:32]=[CH:31][N:30]=[N:29][CH:28]=2)=[CH:4][C:5]2[O:10][N:11]=[C:7]([NH2:8])[C:6]=2[CH:9]=1. The yield is 0.740.